From a dataset of Retrosynthesis with 50K atom-mapped reactions and 10 reaction types from USPTO. Predict the reactants needed to synthesize the given product. (1) Given the product CCOc1cc(OCCN(C)C)ccc1N, predict the reactants needed to synthesize it. The reactants are: CCOc1cc(OCCN(C)C)ccc1[N+](=O)[O-]. (2) Given the product CC1(C)OB(c2ccc3c(c2)CCN(C(=O)CO)C3)OC1(C)C, predict the reactants needed to synthesize it. The reactants are: CC1(C)OB(B2OC(C)(C)C(C)(C)O2)OC1(C)C.O=C(CO)N1CCc2cc(Br)ccc2C1. (3) The reactants are: Brc1cccc2cnccc12.[C-]#N. Given the product N#Cc1cccc2cnccc12, predict the reactants needed to synthesize it. (4) Given the product CNC(=O)c1c(C(N)=O)nc2n1CCOc1ccc(C#CC3(O)CCC3)cc1-2, predict the reactants needed to synthesize it. The reactants are: C#CC1(O)CCC1.CNC(=O)c1c(C(N)=O)nc2n1CCOc1ccc(Br)cc1-2. (5) Given the product CCC[C@H](N)C(=O)NOP(C)(=O)O, predict the reactants needed to synthesize it. The reactants are: CCC[C@H](NC(=O)OCc1ccccc1)C(=O)NOP(C)(=O)O.